This data is from Full USPTO retrosynthesis dataset with 1.9M reactions from patents (1976-2016). The task is: Predict the reactants needed to synthesize the given product. (1) Given the product [Cl:1][C:2]1[CH:7]=[CH:6][C:5]([NH2:8])=[C:4]([O:11][CH:12]([CH3:14])[CH3:13])[CH:3]=1, predict the reactants needed to synthesize it. The reactants are: [Cl:1][C:2]1[CH:7]=[CH:6][C:5]([N+:8]([O-])=O)=[C:4]([O:11][CH:12]([CH3:14])[CH3:13])[CH:3]=1.O.NN. (2) Given the product [Cl:1][C:2]1[CH:3]=[CH:4][C:5]([C:8]2([C:14]([NH:17][CH2:18][CH2:19][CH2:20][N:21]3[CH2:26][CH2:25][CH:24]([C:27]4[CH:32]=[CH:31][CH:30]=[C:29]([NH:33][C:34](=[O:38])[CH:35]([CH3:36])[CH3:37])[CH:28]=4)[CH2:23][CH2:22]3)=[O:16])[CH2:9][CH2:10][CH2:11][CH2:12][CH2:13]2)=[CH:6][CH:7]=1, predict the reactants needed to synthesize it. The reactants are: [Cl:1][C:2]1[CH:7]=[CH:6][C:5]([C:8]2([C:14]([OH:16])=O)[CH2:13][CH2:12][CH2:11][CH2:10][CH2:9]2)=[CH:4][CH:3]=1.[NH2:17][CH2:18][CH2:19][CH2:20][N:21]1[CH2:26][CH2:25][CH:24]([C:27]2[CH:28]=[C:29]([NH:33][C:34](=[O:38])[CH:35]([CH3:37])[CH3:36])[CH:30]=[CH:31][CH:32]=2)[CH2:23][CH2:22]1. (3) Given the product [Br:1][C:2]1[CH:3]=[C:4]([CH:28]=[CH:29][CH:30]=1)[CH2:5][N:6]1[C:14]2[C:13](=[O:15])[N:12]([CH3:16])[C:11](=[O:17])[N:10]([CH3:18])[C:9]=2[N:8]=[C:7]1[S:19][C:20]([CH3:21])([C:22](=[O:26])[CH2:23][CH2:24][CH3:25])[CH3:27], predict the reactants needed to synthesize it. The reactants are: [Br:1][C:2]1[CH:3]=[C:4]([CH:28]=[CH:29][CH:30]=1)[CH2:5][N:6]1[C:14]2[C:13](=[O:15])[N:12]([CH3:16])[C:11](=[O:17])[N:10]([CH3:18])[C:9]=2[N:8]=[C:7]1[S:19][C:20]([CH3:27])([CH:22]([OH:26])[CH2:23][CH2:24][CH3:25])[CH3:21].CC(OI1(OC(C)=O)(OC(C)=O)OC(=O)C2C=CC=CC1=2)=O. (4) The reactants are: [Cl:1][C:2]1[C:3]([CH3:15])=[N:4][N:5](CC(O)=O)[C:6]=1[C:7]([F:10])([F:9])[F:8].[C:16](Cl)(=[O:20])[C:17](Cl)=O.[F:22][C:23]1[CH:28]=[CH:27][C:26]([N:29]2[CH:33]=[C:32]([NH:34][CH3:35])[CH:31]=[N:30]2)=[CH:25][CH:24]=1.CCN(CC)CC. Given the product [Cl:1][C:2]1[C:6]([C:7]([F:8])([F:9])[F:10])=[N:5][N:4]([CH2:17][C:16]([N:34]([C:32]2[CH:31]=[N:30][N:29]([C:26]3[CH:27]=[CH:28][C:23]([F:22])=[CH:24][CH:25]=3)[CH:33]=2)[CH3:35])=[O:20])[C:3]=1[CH3:15], predict the reactants needed to synthesize it. (5) Given the product [NH2:8][C:9]1[N:14]=[CH:13][C:12]([CH2:15][CH:16]([C:25]2[N:26]=[CH:27][N:28]([CH2:30][C:31]#[CH:32])[CH:29]=2)[C:17]([OH:19])=[O:18])=[CH:11][CH:10]=1, predict the reactants needed to synthesize it. The reactants are: C(OC([NH:8][C:9]1[N:14]=[CH:13][C:12]([CH2:15][C:16]([C:25]2[N:26]=[CH:27][N:28]([CH2:30][C:31]#[CH:32])[CH:29]=2)(C(OC)=O)[C:17]([O:19]C)=[O:18])=[CH:11][CH:10]=1)=O)(C)(C)C. (6) Given the product [Cl:1][C:2]1[CH:3]=[CH:4][C:5]([O:6][C:7]2[N:8]=[CH:9][C:10]([N:13]3[C@@H:17]([C:18]4[CH:23]=[CH:22][CH:21]=[C:20]([OH:24])[CH:19]=4)[CH2:16][CH2:15][C:14]3=[O:26])=[N:11][CH:12]=2)=[CH:27][CH:28]=1, predict the reactants needed to synthesize it. The reactants are: [Cl:1][C:2]1[CH:28]=[CH:27][C:5]([O:6][C:7]2[N:8]=[CH:9][C:10]([N:13]3[C@@H:17]([C:18]4[CH:23]=[CH:22][CH:21]=[C:20]([O:24]C)[CH:19]=4)[CH2:16][CH2:15][C:14]3=[O:26])=[N:11][CH:12]=2)=[CH:4][CH:3]=1.B(Br)(Br)Br. (7) The reactants are: [Cl:1][C:2]1[CH:3]=[C:4]([CH:21]=[C:22]([C:33]([F:36])([F:35])[F:34])[C:23]=1[CH2:24][N:25]1[CH2:30][CH2:29][CH2:28][C@H:27]([NH:31][CH3:32])[CH2:26]1)[C:5]([NH:7][CH2:8][C:9]1[CH:14]=[C:13]([Cl:15])[CH:12]=[CH:11][C:10]=1[S:16]([CH2:19][CH3:20])(=[O:18])=[O:17])=[O:6].[CH3:37][C:38]([O:41][C:42]([NH:44][CH2:45][C:46]([OH:48])=O)=[O:43])([CH3:40])[CH3:39]. Given the product [Cl:1][C:2]1[CH:3]=[C:4]([C:5](=[O:6])[NH:7][CH2:8][C:9]2[CH:14]=[C:13]([Cl:15])[CH:12]=[CH:11][C:10]=2[S:16]([CH2:19][CH3:20])(=[O:17])=[O:18])[CH:21]=[C:22]([C:33]([F:34])([F:36])[F:35])[C:23]=1[CH2:24][N:25]1[CH2:30][CH2:29][CH2:28][C@H:27]([N:31]([CH3:32])[C:46](=[O:48])[CH2:45][NH:44][C:42](=[O:43])[O:41][C:38]([CH3:37])([CH3:39])[CH3:40])[CH2:26]1, predict the reactants needed to synthesize it.